Dataset: Forward reaction prediction with 1.9M reactions from USPTO patents (1976-2016). Task: Predict the product of the given reaction. (1) The product is: [Cl:1][C:2]1[CH:3]=[CH:4][C:5]([O:6][CH2:7][C:8]([NH:12][S:22]([CH2:15][C:16]2[CH:21]=[CH:20][CH:19]=[CH:18][CH:17]=2)(=[O:24])=[O:23])([CH3:11])[C:9]#[N:10])=[CH:13][CH:14]=1. Given the reactants [Cl:1][C:2]1[CH:14]=[CH:13][C:5]([O:6][CH2:7][C:8]([NH2:12])([CH3:11])[C:9]#[N:10])=[CH:4][CH:3]=1.[CH2:15]([S:22](Cl)(=[O:24])=[O:23])[C:16]1[CH:21]=[CH:20][CH:19]=[CH:18][CH:17]=1, predict the reaction product. (2) Given the reactants [N+:1]([C:4]1[CH:9]=[CH:8][C:7]([N:10]2[CH2:15][CH2:14][O:13][CH2:12][CH2:11]2)=[C:6]([C:16]([F:19])([F:18])[F:17])[CH:5]=1)([O-])=O, predict the reaction product. The product is: [O:13]1[CH2:12][CH2:11][N:10]([C:7]2[CH:8]=[CH:9][C:4]([NH2:1])=[CH:5][C:6]=2[C:16]([F:18])([F:19])[F:17])[CH2:15][CH2:14]1. (3) Given the reactants [Br:1][C:2]1[CH:7]=[C:6](F)[CH:5]=[CH:4][C:3]=1[N+:9]([O-:11])=[O:10].[CH3:12][N:13]1[CH2:18][CH2:17][NH:16][CH2:15][CH2:14]1.O, predict the reaction product. The product is: [Br:1][C:2]1[CH:7]=[C:6]([N:16]2[CH2:17][CH2:18][N:13]([CH3:12])[CH2:14][CH2:15]2)[CH:5]=[CH:4][C:3]=1[N+:9]([O-:11])=[O:10]. (4) Given the reactants OO.C(OC(C(F)(F)F)=O)(C(F)(F)F)=[O:4].[CH2:16]([N:18]([CH2:36][CH3:37])[CH2:19][CH2:20][NH:21][C:22]1[N:23]=[N+:24]([O-:35])[C:25]2[CH:31]=[C:30]3[CH2:32][CH2:33][O:34][C:29]3=[CH:28][C:26]=2[N:27]=1)[CH3:17].C(O)(C(F)(F)F)=O, predict the reaction product. The product is: [O-:35][N+:24]1[C:25]2[CH:31]=[C:30]3[CH2:32][CH2:33][O:34][C:29]3=[CH:28][C:26]=2[N+:27]([O-:4])=[C:22]([NH:21][CH2:20][CH2:19][N:18]([CH2:16][CH3:17])[CH2:36][CH3:37])[N:23]=1. (5) The product is: [F:1][C:2]1[CH:3]=[CH:4][C:5]([N:8]2[C:12]([C:24](=[O:26])[CH3:25])=[C:11]([CH3:13])[N:10]=[N:9]2)=[CH:6][CH:7]=1. Given the reactants [F:1][C:2]1[CH:7]=[CH:6][C:5]([N:8]2[CH:12]=[C:11]([CH3:13])[N:10]=[N:9]2)=[CH:4][CH:3]=1.[Li]CCCC.C([Cu])#N.[Li+].[Cl-].[C:24](Cl)(=[O:26])[CH3:25].C(=O)([O-])[O-].[Na+].[Na+], predict the reaction product. (6) The product is: [C:36]1([CH:7]([C:1]2[CH:6]=[CH:5][CH:4]=[CH:3][CH:2]=2)[O:8][CH:9]2[CH2:10][CH2:11][N:12]([CH2:15][CH2:16][CH2:17][NH:18][C:19]3[CH:20]=[CH:21][C:22]4[N:23]([CH:25]=[C:26]([C:28]([CH3:35])([CH3:34])[C:29]([OH:31])=[O:30])[N:27]=4)[N:24]=3)[CH2:13][CH2:14]2)[CH:41]=[CH:40][CH:39]=[CH:38][CH:37]=1. Given the reactants [C:1]1([CH:7]([C:36]2[CH:41]=[CH:40][CH:39]=[CH:38][CH:37]=2)[O:8][CH:9]2[CH2:14][CH2:13][N:12]([CH2:15][CH2:16][CH2:17][NH:18][C:19]3[CH:20]=[CH:21][C:22]4[N:23]([CH:25]=[C:26]([C:28]([CH3:35])([CH3:34])[C:29]([O:31]CC)=[O:30])[N:27]=4)[N:24]=3)[CH2:11][CH2:10]2)[CH:6]=[CH:5][CH:4]=[CH:3][CH:2]=1.[OH-].[Na+], predict the reaction product. (7) The product is: [Br:32][CH2:10][CH2:9][CH2:8][C:5]1[CH:6]=[CH:7][C:2]([Cl:1])=[CH:3][CH:4]=1. Given the reactants [Cl:1][C:2]1[CH:7]=[CH:6][C:5]([CH2:8][CH2:9][CH2:10]O)=[CH:4][CH:3]=1.C1(P(C2C=CC=CC=2)C2C=CC=CC=2)C=CC=CC=1.C(Br)(Br)(Br)[Br:32], predict the reaction product. (8) Given the reactants [Cl:1][CH2:2][CH2:3][CH2:4][O:5][C:6]1[CH:11]=[CH:10][C:9]([C:12](=[S:14])[NH2:13])=[CH:8][CH:7]=1.Br[CH:16]1[C:21](=O)[CH2:20][CH2:19][N:18](C(OC(C)(C)C)=O)[CH2:17]1, predict the reaction product. The product is: [Cl:1][CH2:2][CH2:3][CH2:4][O:5][C:6]1[CH:11]=[CH:10][C:9]([C:12]2[S:14][C:16]3[CH2:17][NH:18][CH2:19][CH2:20][C:21]=3[N:13]=2)=[CH:8][CH:7]=1. (9) Given the reactants [Br:1][C:2]1[CH:3]=[C:4]([CH:15]=[CH:16][CH:17]=1)[CH2:5][C:6]1[N:7]=[C:8]([C:12]([OH:14])=O)[O:9][C:10]=1[CH3:11].CCN=C=NCCCN(C)C.Cl.C1C=CC2N(O)N=NC=2C=1.O[NH:41][C:42](=[NH:54])[C:43]1[CH:48]=[CH:47][C:46]([O:49][C:50]([F:53])([F:52])[F:51])=[CH:45][CH:44]=1, predict the reaction product. The product is: [Br:1][C:2]1[CH:3]=[C:4]([CH:15]=[CH:16][CH:17]=1)[CH2:5][C:6]1[N:7]=[C:8]([C:12]2[O:14][N:54]=[C:42]([C:43]3[CH:44]=[CH:45][C:46]([O:49][C:50]([F:51])([F:52])[F:53])=[CH:47][CH:48]=3)[N:41]=2)[O:9][C:10]=1[CH3:11]. (10) Given the reactants [C:1]([O:4][C:5]1[CH:6]=[C:7]2[C:12](=[CH:13][C:14]=1[O:15][CH3:16])[N:11]=[CH:10][N:9]=[C:8]2[Cl:17])(=[O:3])[CH3:2].[C:18]([C:20]1[CH:21]=[C:22]([CH:24]=[CH:25][CH:26]=1)[NH2:23])#[CH:19], predict the reaction product. The product is: [ClH:17].[C:1]([O:4][C:5]1[CH:6]=[C:7]2[C:12](=[CH:13][C:14]=1[O:15][CH3:16])[N:11]=[CH:10][N:9]=[C:8]2[NH:23][C:22]1[CH:24]=[CH:25][CH:26]=[C:20]([C:18]#[CH:19])[CH:21]=1)(=[O:3])[CH3:2].